This data is from Reaction yield outcomes from USPTO patents with 853,638 reactions. The task is: Predict the reaction yield, written as a fraction of the theoretical maximum amount of product (1.0 means a 100% yield; for example, 0.34 means a 34% yield). (1) The reactants are [H-].[Na+].[N:3]1[C:7]2[CH:8]=[CH:9][CH:10]=[CH:11][C:6]=2[NH:5][CH:4]=1.[Br:12][C:13]1[CH:20]=[CH:19][C:16]([CH2:17]Br)=[CH:15][CH:14]=1. The catalyst is CN(C=O)C. The product is [Br:12][C:13]1[CH:20]=[CH:19][C:16]([CH2:17][N:3]2[C:7]3[CH:8]=[CH:9][CH:10]=[CH:11][C:6]=3[N:5]=[CH:4]2)=[CH:15][CH:14]=1. The yield is 0.700. (2) The reactants are [Br:1][C:2]1[CH:3]=[CH:4][C:5]2[C:14]([N:15]=1)=[C:13]1[C:8]([CH:9]=[CH:10][C:11](=O)[N:12]1C)=[CH:7][CH:6]=2.P(Br)(Br)([Br:20])=O.P(Cl)(Cl)(Cl)(Cl)Cl. No catalyst specified. The product is [Br:20][C:11]1[CH:10]=[CH:9][C:8]2[C:13](=[C:14]3[C:5](=[CH:6][CH:7]=2)[CH:4]=[CH:3][C:2]([Br:1])=[N:15]3)[N:12]=1. The yield is 0.810. (3) The reactants are [C:1]([O:5][C:6](=[O:9])[NH:7][NH2:8])([CH3:4])([CH3:3])[CH3:2].[CH3:10][CH2:11][CH2:12][CH2:13][CH2:14]C. No catalyst specified. The product is [C:1]([O:5][C:6]([NH:7][N:8]=[CH:10][CH2:11][CH2:12][CH2:13][CH3:14])=[O:9])([CH3:4])([CH3:3])[CH3:2]. The yield is 0.890. (4) The reactants are C([O:5][C:6]([CH2:8][N:9]1[CH:13]=[CH:12][N:11]=[C:10]1[S:14][C:15]1[CH:39]=[CH:38][C:18]([NH:19][C:20]2[C:29]3[C:24](=[CH:25][CH:26]=[CH:27][C:28]=3[O:30][CH:31]3[CH2:36][CH2:35][N:34]([CH3:37])[CH2:33][CH2:32]3)[N:23]=[CH:22][N:21]=2)=[CH:17][C:16]=1[Cl:40])=[O:7])(C)(C)C.[ClH:41]. The catalyst is O1CCOCC1. The product is [ClH:40].[ClH:41].[C:6]([CH2:8][N:9]1[CH:13]=[CH:12][N:11]=[C:10]1[S:14][C:15]1[CH:39]=[CH:38][C:18]([NH:19][C:20]2[C:29]3[C:24](=[CH:25][CH:26]=[CH:27][C:28]=3[O:30][CH:31]3[CH2:32][CH2:33][N:34]([CH3:37])[CH2:35][CH2:36]3)[N:23]=[CH:22][N:21]=2)=[CH:17][C:16]=1[Cl:40])([OH:7])=[O:5]. The yield is 0.950. (5) The reactants are [CH3:1][N:2]([CH3:43])[CH2:3][CH2:4][N:5]([CH3:42])[C:6](=[O:41])[C:7]1[CH:12]=[CH:11][C:10]([NH:13][C:14]([NH:16][C:17]2[CH:22]=[CH:21][C:20]([C:23]3[N:28]=[C:27]([N:29]4[CH2:34][CH2:33][O:32][CH2:31][CH2:30]4)[N:26]=[C:25]([N:35]4[CH2:40][CH2:39][O:38][CH2:37][CH2:36]4)[N:24]=3)=[CH:19][CH:18]=2)=[O:15])=[CH:9][CH:8]=1.CO.[ClH:46]. The catalyst is O1CCOCC1. The product is [ClH:46].[CH3:1][N:2]([CH3:43])[CH2:3][CH2:4][N:5]([CH3:42])[C:6](=[O:41])[C:7]1[CH:12]=[CH:11][C:10]([NH:13][C:14]([NH:16][C:17]2[CH:18]=[CH:19][C:20]([C:23]3[N:28]=[C:27]([N:29]4[CH2:30][CH2:31][O:32][CH2:33][CH2:34]4)[N:26]=[C:25]([N:35]4[CH2:40][CH2:39][O:38][CH2:37][CH2:36]4)[N:24]=3)=[CH:21][CH:22]=2)=[O:15])=[CH:9][CH:8]=1. The yield is 0.880. (6) The reactants are [CH3:1][O:2][C:3]1[C:8]([O:9][CH3:10])=[C:7]([O:11][CH3:12])[C:6]([O:13][CH3:14])=[C:5]([CH3:15])[C:4]=1[CH2:16][CH2:17][CH2:18][OH:19].C(N(CC)CC)C.[CH3:27][S:28](Cl)(=[O:30])=[O:29]. The catalyst is C(Cl)Cl. The product is [CH3:27][S:28]([O:19][CH2:18][CH2:17][CH2:16][C:4]1[C:3]([O:2][CH3:1])=[C:8]([O:9][CH3:10])[C:7]([O:11][CH3:12])=[C:6]([O:13][CH3:14])[C:5]=1[CH3:15])(=[O:30])=[O:29]. The yield is 0.950. (7) The reactants are [F:1][C:2]1[CH:7]=[CH:6][CH:5]=[CH:4][C:3]=1[CH2:8][C:9]([O:11][C@H:12]([C:14]1[CH:19]=[CH:18][CH:17]=[CH:16][CH:15]=1)[CH3:13])=[O:10].[CH2:20]1[CH2:30][CH2:29][N:28]2C(=NC[CH2:26][CH2:27]2)CC1.C(Br)(Br)(Br)Br.N1CCCCC1. The catalyst is C1COCC1.C(OCC)C.C1(C)C=CC=CC=1. The product is [F:1][C:2]1[CH:7]=[CH:6][CH:5]=[CH:4][C:3]=1[C@@H:8]([N:28]1[CH2:27][CH2:26][CH2:20][CH2:30][CH2:29]1)[C:9]([O:11][C@H:12]([C:14]1[CH:15]=[CH:16][CH:17]=[CH:18][CH:19]=1)[CH3:13])=[O:10]. The yield is 0.110. (8) The reactants are [CH3:1][C:2]1[C:6]([C:7]([O:9]CC)=[O:8])=[C:5]([CH3:12])[NH:4][C:3]=1C(OCC)=O. The catalyst is S(=O)(=O)(O)O. The product is [C:7]([CH2:6][CH2:5][N:4]1[C:5]([CH3:12])=[C:6]([C:7]([OH:9])=[O:8])[C:2]([CH3:1])=[CH:3]1)([OH:9])=[O:8]. The yield is 0.790. (9) The reactants are [CH2:1]([O:3][C:4](=[O:41])[CH2:5][CH2:6][CH2:7][O:8][C:9]1[CH:14]=[CH:13][CH:12]=[C:11]([CH2:15][CH2:16][CH2:17][CH2:18][CH2:19][CH2:20][O:21][C:22]2[CH:27]=[C:26]([S:28]([CH2:31][CH3:32])(=[O:30])=[O:29])[CH:25]=[C:24](Br)[CH:23]=2)[C:10]=1[CH2:34][CH2:35][C:36]([O:38][CH2:39][CH3:40])=[O:37])[CH3:2].[F:42][C:43]1[CH:44]=[C:45](B(O)O)[CH:46]=[CH:47][C:48]=1[F:49].C(=O)([O-])[O-].[Cs+].[Cs+]. The catalyst is C1C=CC(P(C2C=CC=CC=2)[C-]2C=CC=C2)=CC=1.C1C=CC(P(C2C=CC=CC=2)[C-]2C=CC=C2)=CC=1.Cl[Pd]Cl.[Fe+2]. The product is [CH2:1]([O:3][C:4](=[O:41])[CH2:5][CH2:6][CH2:7][O:8][C:9]1[CH:14]=[CH:13][CH:12]=[C:11]([CH2:15][CH2:16][CH2:17][CH2:18][CH2:19][CH2:20][O:21][C:22]2[CH:23]=[C:24]([C:46]3[CH:45]=[CH:44][C:43]([F:42])=[C:48]([F:49])[CH:47]=3)[CH:25]=[C:26]([S:28]([CH2:31][CH3:32])(=[O:30])=[O:29])[CH:27]=2)[C:10]=1[CH2:34][CH2:35][C:36]([O:38][CH2:39][CH3:40])=[O:37])[CH3:2]. The yield is 0.940. (10) The reactants are Cl[C:2]1[CH:3]=[C:4]([C:9]2[N:13]3[CH:14]=[CH:15][C:16]([C:19]([OH:22])([CH3:21])[CH3:20])=[C:17]([F:18])[C:12]3=[N:11][CH:10]=2)[CH:5]=[CH:6][C:7]=1[F:8].[N:23]1[C:32]2[CH:31]=[CH:30][CH:29]=[C:28](B(O)O)[C:27]=2[CH:26]=[CH:25][CH:24]=1. No catalyst specified. The product is [F:18][C:17]1[C:12]2[N:13]([C:9]([C:4]3[CH:5]=[CH:6][C:7]([F:8])=[C:2]([C:28]4[CH:29]=[CH:30][CH:31]=[C:32]5[C:27]=4[CH:26]=[CH:25][CH:24]=[N:23]5)[CH:3]=3)=[CH:10][N:11]=2)[CH:14]=[CH:15][C:16]=1[C:19]([OH:22])([CH3:21])[CH3:20]. The yield is 0.0500.